From a dataset of Peptide-MHC class II binding affinity with 134,281 pairs from IEDB. Regression. Given a peptide amino acid sequence and an MHC pseudo amino acid sequence, predict their binding affinity value. This is MHC class II binding data. (1) The peptide sequence is AHARSYQTLSTQAAA. The MHC is DRB5_0101 with pseudo-sequence DRB5_0101. The binding affinity (normalized) is 0.419. (2) The peptide sequence is REYLKLIGITAIM. The MHC is DRB1_0101 with pseudo-sequence DRB1_0101. The binding affinity (normalized) is 0.575. (3) The peptide sequence is GEVEIQFRRVKCKYP. The MHC is DRB1_1302 with pseudo-sequence DRB1_1302. The binding affinity (normalized) is 0.302. (4) The peptide sequence is SQDLELSWNLNGLVAY. The MHC is HLA-DQA10101-DQB10501 with pseudo-sequence HLA-DQA10101-DQB10501. The binding affinity (normalized) is 0.818. (5) The peptide sequence is RPLWIIFSGNMNIKL. The binding affinity (normalized) is 0.417. The MHC is DRB3_0101 with pseudo-sequence DRB3_0101. (6) The peptide sequence is PRCWLIRNGSYLNTS. The MHC is DRB1_0802 with pseudo-sequence DRB1_0802. The binding affinity (normalized) is 0.237. (7) The peptide sequence is LCSDKQPCNGVTMND. The MHC is DRB1_0301 with pseudo-sequence DRB1_0301. The binding affinity (normalized) is 0.0687. (8) The binding affinity (normalized) is 0.980. The peptide sequence is YDKFLANGSTVLTGK. The MHC is DRB3_0202 with pseudo-sequence DRB3_0202. (9) The peptide sequence is GLLHPILVIRNQKVS. The MHC is DRB1_0701 with pseudo-sequence DRB1_0701. The binding affinity (normalized) is 0.255. (10) The peptide sequence is TLLRAVESYLLAHSD. The MHC is DRB4_0101 with pseudo-sequence DRB4_0103. The binding affinity (normalized) is 0.403.